Dataset: Full USPTO retrosynthesis dataset with 1.9M reactions from patents (1976-2016). Task: Predict the reactants needed to synthesize the given product. (1) The reactants are: Cl[C:2]1[CH:7]=[CH:6][N:5]2[N:8]=[CH:9][CH:10]=[C:4]2[N:3]=1.[CH:11]([O:14][C:15]1[CH:20]=[C:19](B2OC(C)(C)C(C)(C)O2)[CH:18]=[CH:17][N:16]=1)([CH3:13])[CH3:12].C(=O)([O-])[O-].[K+].[K+].C(Cl)Cl. Given the product [CH:11]([O:14][C:15]1[CH:20]=[C:19]([C:2]2[CH:7]=[CH:6][N:5]3[N:8]=[CH:9][CH:10]=[C:4]3[N:3]=2)[CH:18]=[CH:17][N:16]=1)([CH3:13])[CH3:12], predict the reactants needed to synthesize it. (2) Given the product [C:4]([O:3][C:1]([N:8]1[CH2:12][CH2:11][CH:10]([C:13]2[O:15][N:39]=[C:34]([CH3:35])[N:33]=2)[CH2:9]1)=[O:2])([CH3:5])([CH3:6])[CH3:7], predict the reactants needed to synthesize it. The reactants are: [C:1]([N:8]1[CH2:12][CH2:11][CH:10]([C:13]([OH:15])=O)[CH2:9]1)([O:3][C:4]([CH3:7])([CH3:6])[CH3:5])=[O:2].C(N(CC)C(C)C)(C)C.CN(C(O[N:33]1N=N[C:35]2C=CC=[N:39][C:34]1=2)=[N+](C)C)C.F[P-](F)(F)(F)(F)F.ONC(=N)C. (3) Given the product [N:26]1([C:5]2[CH:4]=[CH:3][C:2]([N:1]3[CH:32]=[N:44][N:43]=[N:42]3)=[CH:7][C:6]=2[C:8]([N:10]2[CH2:11][CH2:12][N:13]([C:16]3[CH:17]=[CH:18][C:19]([C:22]([F:24])([F:25])[F:23])=[CH:20][CH:21]=3)[CH2:14][CH2:15]2)=[O:9])[CH2:27][CH2:28][O:29][CH2:30][CH2:31]1, predict the reactants needed to synthesize it. The reactants are: [NH2:1][C:2]1[CH:3]=[CH:4][C:5]([N:26]2[CH2:31][CH2:30][O:29][CH2:28][CH2:27]2)=[C:6]([C:8]([N:10]2[CH2:15][CH2:14][N:13]([C:16]3[CH:21]=[CH:20][C:19]([C:22]([F:25])([F:24])[F:23])=[CH:18][CH:17]=3)[CH2:12][CH2:11]2)=[O:9])[CH:7]=1.[CH2:32](OC(OCC)OCC)C.[N-:42]=[N+:43]=[N-:44].[Na+].